From a dataset of Forward reaction prediction with 1.9M reactions from USPTO patents (1976-2016). Predict the product of the given reaction. (1) Given the reactants [Br:1][C:2]1[CH:3]=[C:4]([N:8]2[C:12]([C:13]3[CH:18]=[CH:17][C:16](F)=[C:15]([Cl:20])[CH:14]=3)=[CH:11][C:10]([C:21]([O:23]CC)=[O:22])=[N:9]2)[CH:5]=[CH:6][CH:7]=1.ClC1C=C(N2C(C3C=C(F)C=C(Cl)C=3)=CC(C(O)=O)=N2)C=CC=1F, predict the reaction product. The product is: [Br:1][C:2]1[CH:3]=[C:4]([N:8]2[C:12]([C:13]3[CH:18]=[CH:17][CH:16]=[C:15]([Cl:20])[CH:14]=3)=[CH:11][C:10]([C:21]([OH:23])=[O:22])=[N:9]2)[CH:5]=[CH:6][CH:7]=1. (2) Given the reactants [C@H]1([CH2:11][N:12]2[CH2:17][CH2:16][CH:15]([NH:18][C:19]([C:21]3[NH:22][C:23]4[C:28]([CH:29]=3)=[C:27]([O:30][CH2:31][C:32]3[C:36]5[CH:37]=[C:38]([F:41])[CH:39]=[CH:40][C:35]=5[O:34][CH:33]=3)[CH:26]=[CH:25][CH:24]=4)=[O:20])[CH2:14][CH2:13]2)[C@@H]2N(CCCC2)CCC1.CCN(C(C)C)C(C)C.[C:51]([O:55]C(=O)NC1CCNCC1)([CH3:54])([CH3:53])[CH3:52].C1CN([P+]([O:81]N2N=NC3C=CC=CC2=3)(N2CCCC2)N2CCCC2)CC1.F[P-](F)(F)(F)(F)F, predict the reaction product. The product is: [C:51]([O:55][C:11]([N:12]1[CH2:13][CH2:14][CH:15]([NH:18][C:19]([C:21]2[NH:22][C:23]3[C:28]([CH:29]=2)=[C:27]([O:30][CH2:31][C:32]2[C:36]4[CH:37]=[C:38]([F:41])[CH:39]=[CH:40][C:35]=4[O:34][CH:33]=2)[CH:26]=[CH:25][CH:24]=3)=[O:20])[CH2:16][CH2:17]1)=[O:81])([CH3:54])([CH3:53])[CH3:52]. (3) Given the reactants I[CH2:2][C@@H:3]([CH3:18])[CH2:4][N:5]1[C:10]2[CH:11]=[C:12]([O:15][CH3:16])[CH:13]=[CH:14][C:9]=2[O:8][CH2:7][C:6]1=[O:17].[CH2:19]([CH:23]1[CH2:28][CH2:27][NH:26][CH2:25][CH2:24]1)[CH2:20][CH2:21][CH3:22], predict the reaction product. The product is: [CH2:19]([CH:23]1[CH2:28][CH2:27][N:26]([CH2:2][C@@H:3]([CH3:18])[CH2:4][N:5]2[C:10]3[CH:11]=[C:12]([O:15][CH3:16])[CH:13]=[CH:14][C:9]=3[O:8][CH2:7][C:6]2=[O:17])[CH2:25][CH2:24]1)[CH2:20][CH2:21][CH3:22]. (4) Given the reactants [Cl:1][C:2]1[CH:21]=[C:20]([Cl:22])[CH:19]=[CH:18][C:3]=1[O:4][CH2:5][C:6]([NH:8][C:9]1[CH:10]=[C:11]([CH:15]=[CH:16][CH:17]=1)[C:12]([OH:14])=O)=[O:7].NCC[N:26]1[CH2:31][CH2:30][CH2:29][CH2:28][CH2:27]1.C(Cl)CCl.C1C=CC2N(O)N=[N:42][C:40]=2C=1.CCN(C(C)C)C(C)C, predict the reaction product. The product is: [Cl:1][C:2]1[CH:21]=[C:20]([Cl:22])[CH:19]=[CH:18][C:3]=1[O:4][CH2:5][C:6]([NH:8][C:9]1[CH:10]=[C:11]([CH:15]=[CH:16][CH:17]=1)[C:12]([NH:42][CH2:40][C:30]1[CH:31]=[N:26][CH:27]=[CH:28][CH:29]=1)=[O:14])=[O:7]. (5) Given the reactants [NH2:1][C:2]1[C:3]([NH:19][C:20]2[CH:24]=[C:23]([CH:25]3[CH2:27][CH2:26]3)[NH:22][N:21]=2)=[CH:4][C:5]([NH:8][C@H:9]([C:12]2[CH:17]=[CH:16][C:15]([F:18])=[CH:14][CH:13]=2)[CH2:10][OH:11])=[N:6][CH:7]=1.[C:28](O)(=O)C.C(N)=N.C([O-])(O)=O.[Na+].CCOC(C)=O, predict the reaction product. The product is: [CH:25]1([C:23]2[NH:22][N:21]=[C:20]([N:19]3[C:3]4[CH:4]=[C:5]([NH:8][C@H:9]([C:12]5[CH:17]=[CH:16][C:15]([F:18])=[CH:14][CH:13]=5)[CH2:10][OH:11])[N:6]=[CH:7][C:2]=4[N:1]=[CH:28]3)[CH:24]=2)[CH2:27][CH2:26]1. (6) Given the reactants [NH2:1][C:2]1[CH:3]=[CH:4][C:5]([O:20][CH3:21])=[C:6]([NH:8][S:9]([C:12]2[CH:17]=[CH:16][C:15](Br)=[CH:14][C:13]=2[Cl:19])(=[O:11])=[O:10])[CH:7]=1.CC1(C)C(C)(C)OB([C:30]2[O:31][C:32]([CH3:35])=[CH:33][CH:34]=2)O1.C(=O)([O-])[O-].[Na+].[Na+], predict the reaction product. The product is: [NH2:1][C:2]1[CH:3]=[CH:4][C:5]([O:20][CH3:21])=[C:6]([NH:8][S:9]([C:12]2[CH:17]=[CH:16][C:15]([C:30]3[O:31][C:32]([CH3:35])=[CH:33][CH:34]=3)=[CH:14][C:13]=2[Cl:19])(=[O:11])=[O:10])[CH:7]=1.